From a dataset of Catalyst prediction with 721,799 reactions and 888 catalyst types from USPTO. Predict which catalyst facilitates the given reaction. (1) Reactant: C(OC([N:8]1[CH2:13][CH2:12][N:11]([C:14]2[C:19]3[S:20][CH:21]=[C:22]([S:23]([C:26]4[CH:31]=[CH:30][CH:29]=[CH:28][CH:27]=4)(=[O:25])=[O:24])[C:18]=3[CH:17]=[CH:16][C:15]=2[Cl:32])[CH2:10][CH2:9]1)=O)(C)(C)C.Cl. Product: [ClH:32].[Cl:32][C:15]1[CH:16]=[CH:17][C:18]2[C:22]([S:23]([C:26]3[CH:27]=[CH:28][CH:29]=[CH:30][CH:31]=3)(=[O:25])=[O:24])=[CH:21][S:20][C:19]=2[C:14]=1[N:11]1[CH2:10][CH2:9][NH:8][CH2:13][CH2:12]1. The catalyst class is: 12. (2) Reactant: [C:1](Cl)(=[O:3])[CH3:2].[NH2:5][CH2:6][C@H:7]1[N:11]([C:12]2[CH:17]=[CH:16][C:15]([O:18][CH2:19][CH2:20][CH2:21][N:22]3[CH2:26][CH2:25][CH2:24][CH:23]3[CH3:27])=[CH:14][CH:13]=2)[C:10](=[O:28])[CH2:9][CH2:8]1. Product: [CH3:27][CH:23]1[CH2:24][CH2:25][CH2:26][N:22]1[CH2:21][CH2:20][CH2:19][O:18][C:15]1[CH:14]=[CH:13][C:12]([N:11]2[C:10](=[O:28])[CH2:9][CH2:8][C@H:7]2[CH2:6][NH:5][C:1](=[O:3])[CH3:2])=[CH:17][CH:16]=1. The catalyst class is: 4. (3) Reactant: [CH2:1]([N:3]1[C:11]([C:12]2[CH:13]=[N:14][C:15]([CH3:18])=[N:16][CH:17]=2)=[N:10][C:9]2[C:4]1=[N:5][CH:6]=[N:7][C:8]=2[NH:19][C@@H:20]1[CH2:24][N:23](C(OC(C)(C)C)=O)[C@@H:22]([C:32]([O:34][CH3:35])=[O:33])[CH2:21]1)[CH3:2].[C:36]([OH:42])([C:38]([F:41])([F:40])[F:39])=[O:37]. Product: [CH3:35][O:34][C:32]([C@H:22]1[CH2:21][C@H:20]([NH:19][C:8]2[N:7]=[CH:6][N:5]=[C:4]3[C:9]=2[N:10]=[C:11]([C:12]2[CH:13]=[N:14][C:15]([CH3:18])=[N:16][CH:17]=2)[N:3]3[CH2:1][CH3:2])[CH2:24][NH:23]1)=[O:33].[F:39][C:38]([F:41])([F:40])[C:36]([O-:42])=[O:37]. The catalyst class is: 2. (4) Reactant: [CH:1]1([N:4]2[CH2:9][CH2:8][N:7]([C:10]([C:12]3[CH:19]=[CH:18][C:15]([CH:16]=O)=[CH:14][CH:13]=3)=[O:11])[CH2:6][CH2:5]2)[CH2:3][CH2:2]1.[NH:20]1[CH2:25][CH2:24][O:23][CH2:22][CH2:21]1.[BH-](OC(C)=O)(OC(C)=O)OC(C)=O.[Na+].[OH-].[Na+]. Product: [CH:1]1([N:4]2[CH2:9][CH2:8][N:7]([C:10]([C:12]3[CH:19]=[CH:18][C:15]([CH2:16][N:20]4[CH2:25][CH2:24][O:23][CH2:22][CH2:21]4)=[CH:14][CH:13]=3)=[O:11])[CH2:6][CH2:5]2)[CH2:3][CH2:2]1. The catalyst class is: 325. (5) Reactant: [H-].[Na+].[F:3][C:4]([F:37])([F:36])[O:5][C:6]1[CH:11]=[CH:10][C:9](/[CH:12]=[CH:13]/[C:14]2[O:15][CH:16]=[C:17]([CH2:19][O:20][C:21]3[CH:26]=[CH:25][C:24]([CH2:27][CH2:28][CH2:29][CH2:30][C:31]4[N:32]=[N:33][NH:34][N:35]=4)=[CH:23][CH:22]=3)[N:18]=2)=[CH:8][CH:7]=1.Br[CH2:39][CH2:40][OH:41]. The catalyst class is: 3. Product: [F:37][C:4]([F:3])([F:36])[O:5][C:6]1[CH:7]=[CH:8][C:9]([CH:12]=[CH:13][C:14]2[O:15][CH:16]=[C:17]([CH2:19][O:20][C:21]3[CH:26]=[CH:25][C:24]([CH2:27][CH2:28][CH2:29][CH2:30][C:31]4[N:35]([CH2:39][CH2:40][OH:41])[N:34]=[N:33][N:32]=4)=[CH:23][CH:22]=3)[N:18]=2)=[CH:10][CH:11]=1. (6) Reactant: Cl[C:2]([O:4][C:5]1[CH:10]=[CH:9][C:8]([N+:11]([O-:13])=[O:12])=[CH:7][CH:6]=1)=[O:3].C(N(C(C)C)CC)(C)C.[CH2:23]([O:25][C@@H:26]([CH2:31][C:32]1[CH:37]=[CH:36][C:35]([C:38]2[CH:43]=[CH:42][CH:41]=[C:40]([NH:44][CH3:45])[N:39]=2)=[CH:34][CH:33]=1)[C:27]([O:29][CH3:30])=[O:28])[CH3:24].O. Product: [CH2:23]([O:25][C@@H:26]([CH2:31][C:32]1[CH:37]=[CH:36][C:35]([C:38]2[CH:43]=[CH:42][CH:41]=[C:40]([N:44]([CH3:45])[C:2]([O:4][C:5]3[CH:10]=[CH:9][C:8]([N+:11]([O-:13])=[O:12])=[CH:7][CH:6]=3)=[O:3])[N:39]=2)=[CH:34][CH:33]=1)[C:27]([O:29][CH3:30])=[O:28])[CH3:24]. The catalyst class is: 4. (7) Reactant: [F-].C([N+](CCCC)(CCCC)CCCC)CCC.[CH3:19][C:20]1([CH2:30][CH:31]=[O:32])[C:29]2[C:24](=[CH:25][CH:26]=[CH:27][CH:28]=2)[O:23][CH2:22][CH2:21]1.[F:33][C:34]([Si](C)(C)C)([F:36])[F:35].O. Product: [CH3:19][C:20]1([CH2:30][CH:31]([C:34]([F:36])([F:35])[F:33])[OH:32])[C:29]2[C:24](=[CH:25][CH:26]=[CH:27][CH:28]=2)[O:23][CH2:22][CH2:21]1. The catalyst class is: 1.